Dataset: Forward reaction prediction with 1.9M reactions from USPTO patents (1976-2016). Task: Predict the product of the given reaction. (1) Given the reactants [Br:1][C:2]1[CH:8]=[CH:7][C:5](N)=[CH:4][CH:3]=1.N([O-])=O.[Na+].[O:13]1[CH:17]=[CH:16][C:15]([C:18]([OH:20])=[O:19])=[CH:14]1, predict the reaction product. The product is: [Br:1][C:2]1[CH:8]=[CH:7][C:5]([C:14]2[O:13][CH:17]=[CH:16][C:15]=2[C:18]([OH:20])=[O:19])=[CH:4][CH:3]=1. (2) Given the reactants Cl[C:2]1[C:3]([CH:5]=[C:6]([NH:10][C:11]2[C:20]3[C:15](=[CH:16][C:17]([O:23][CH3:24])=[C:18]([O:21][CH3:22])[CH:19]=3)[N:14]=[CH:13][N:12]=2)[C:7](=[O:9])[CH:8]=1)=[O:4].[NH2:25][C:26]1[CH:31]=[CH:30][CH:29]=[CH:28][CH:27]=1, predict the reaction product. The product is: [NH:25]([C:2]1[C:3]([CH:5]=[C:6]([NH:10][C:11]2[C:20]3[C:15](=[CH:16][C:17]([O:23][CH3:24])=[C:18]([O:21][CH3:22])[CH:19]=3)[N:14]=[CH:13][N:12]=2)[C:7](=[O:9])[CH:8]=1)=[O:4])[C:26]1[CH:31]=[CH:30][CH:29]=[CH:28][CH:27]=1. (3) The product is: [Cl:1][C:16]1[CH:15]=[N:14][N:12]2[CH:13]=[C:8]([C:2]3[CH:7]=[CH:6][CH:5]=[CH:4][CH:3]=3)[C:9]([C:17]3[CH:43]=[CH:44][C:45]([CH:46]=[O:47])=[CH:19][CH:18]=3)=[N:10][C:11]=12. Given the reactants [ClH:1].[C:2]1([C:8]2[C:9]([C:17]3C=CC(CN4CCC(C5N=C(C6C=CC=CN=6)NN=5)CC4)=[CH:19][CH:18]=3)=[N:10][C:11]3[N:12]([N:14]=[CH:15][CH:16]=3)[CH:13]=2)[CH:7]=[CH:6][CH:5]=[CH:4][CH:3]=1.ClN1[C:46](=[O:47])[CH2:45][CH2:44][C:43]1=O, predict the reaction product. (4) The product is: [F:10][CH:9]([F:11])[O:8][C:5]1[CH:6]=[CH:7][C:2]([C:32]2[CH:40]=[CH:39][CH:38]=[C:37]3[C:33]=2[CH2:34][CH2:35][C:36]3=[O:41])=[C:3]([O:14][CH2:15][O:16][CH3:17])[C:4]=1[O:12][CH3:13]. Given the reactants Br[C:2]1[CH:7]=[CH:6][C:5]([O:8][CH:9]([F:11])[F:10])=[C:4]([O:12][CH3:13])[C:3]=1[O:14][CH2:15][O:16][CH3:17].C(=O)([O-])[O-].[Cs+].[Cs+].CC1(C)C(C)(C)OB([C:32]2[CH:40]=[CH:39][CH:38]=[C:37]3[C:33]=2[CH2:34][CH2:35][C:36]3=[O:41])O1, predict the reaction product. (5) The product is: [CH3:1][C@@H:2]1[NH:3][CH2:4][C@H:5]([NH:7][C:8](=[O:23])[CH2:9][NH:10][C:11](=[O:22])[C:12]2[CH:17]=[CH:16][CH:15]=[C:14]([C:18]([F:21])([F:19])[F:20])[CH:13]=2)[CH2:6]1. Given the reactants [CH3:1][C@H:2]1[CH2:6][C@@H:5]([NH:7][C:8](=[O:23])[CH2:9][NH:10][C:11](=[O:22])[C:12]2[CH:17]=[CH:16][CH:15]=[C:14]([C:18]([F:21])([F:20])[F:19])[CH:13]=2)[CH2:4][N:3]1C(OC(C)(C)C)=O.Cl, predict the reaction product. (6) The product is: [C:1]([O-:12])(=[O:11])[C:2]1[CH:10]=[CH:9][C:5]([C:6]([O-:8])=[O:7])=[CH:4][CH:3]=1.[Li+:17].[Li+:17]. Given the reactants [C:1]([OH:12])(=[O:11])[C:2]1[CH:10]=[CH:9][C:5]([C:6]([OH:8])=[O:7])=[CH:4][CH:3]=1.C(=O)([O-])[O-].[Li+:17].[Li+], predict the reaction product. (7) Given the reactants C(N(CC)C(C)C)(C)C.Cl.Cl.[N:12]1[C:17]2[CH2:18][NH:19][CH2:20][C:16]=2[C:15]([NH:21][C:22]2[CH:23]=[N:24][C:25]3[C:30]([CH:31]=2)=[CH:29][CH:28]=[CH:27][CH:26]=3)=[N:14][CH:13]=1.[CH3:32][C:33]1[S:34][C:35]([C:39](O)=[O:40])=[C:36]([CH3:38])[N:37]=1.F[P-](F)(F)(F)(F)F.C[N+](C)=C(N(C)C)ON1C2N=CC=CC=2N=N1.CN1CCCC1=O, predict the reaction product. The product is: [CH3:32][C:33]1[S:34][C:35]([C:39]([N:19]2[CH2:20][C:16]3[C:15]([NH:21][C:22]4[CH:23]=[N:24][C:25]5[C:30]([CH:31]=4)=[CH:29][CH:28]=[CH:27][CH:26]=5)=[N:14][CH:13]=[N:12][C:17]=3[CH2:18]2)=[O:40])=[C:36]([CH3:38])[N:37]=1. (8) Given the reactants [Br:1][C:2]1[N:7]=[CH:6][C:5]2[C:8]([CH:11]=[O:12])=[CH:9][NH:10][C:4]=2[CH:3]=1.[H-].[Na+].[F:15][C:16]1[CH:17]=[C:18]([S:22](Cl)(=[O:24])=[O:23])[CH:19]=[CH:20][CH:21]=1, predict the reaction product. The product is: [Br:1][C:2]1[N:7]=[CH:6][C:5]2[C:8]([CH:11]=[O:12])=[CH:9][N:10]([S:22]([C:18]3[CH:19]=[CH:20][CH:21]=[C:16]([F:15])[CH:17]=3)(=[O:24])=[O:23])[C:4]=2[CH:3]=1. (9) The product is: [F:29][CH2:28][CH2:27][NH:25][C@H:22]1[CH2:23][CH2:24][C@H:19]([NH:18][C:15]2[N:14]=[CH:13][C:12]3[C:17](=[C:8]([O:7][CH:4]4[CH2:3][CH2:2][O:1][CH2:6][CH2:5]4)[CH:9]=[CH:10][CH:11]=3)[N:16]=2)[CH2:20][CH2:21]1. Given the reactants [O:1]1[CH2:6][CH2:5][CH:4]([O:7][C:8]2[CH:9]=[CH:10][CH:11]=[C:12]3[C:17]=2[N:16]=[C:15]([NH:18][C@H:19]2[CH2:24][CH2:23][C@H:22]([NH2:25])[CH2:21][CH2:20]2)[N:14]=[CH:13]3)[CH2:3][CH2:2]1.Br[CH2:27][CH2:28][F:29].C([O-])([O-])=O.[K+].[K+].[Na+].[I-], predict the reaction product.